From a dataset of Forward reaction prediction with 1.9M reactions from USPTO patents (1976-2016). Predict the product of the given reaction. (1) Given the reactants [O:1]=[C:2]1[NH:7][C:6]2([CH2:12][CH2:11][N:10](C(OC(C)(C)C)=O)[CH2:9][CH2:8]2)[NH:5][C:4]2[CH:20]=[C:21]([C:23]3[CH:28]=[CH:27][N:26]=[CH:25][CH:24]=3)[S:22][C:3]1=2.FC(F)(F)C(O)=O.C(=O)([O-])O.[Na+].C(OCC)(=O)C, predict the reaction product. The product is: [N:26]1[CH:27]=[CH:28][C:23]([C:21]2[S:22][C:3]3[C:2](=[O:1])[NH:7][C:6]4([CH2:12][CH2:11][NH:10][CH2:9][CH2:8]4)[NH:5][C:4]=3[CH:20]=2)=[CH:24][CH:25]=1. (2) Given the reactants Cl[C:2]1[C:11]2[C:6](=[CH:7][CH:8]=[CH:9][CH:10]=2)[N:5]=[C:4]([CH3:12])[CH:3]=1.C(=O)([O-])[O-].[K+].[K+].[NH:19]1[C:23]2=[N:24][CH:25]=[CH:26][CH:27]=[C:22]2[C:21]([C:28]([O:30][CH3:31])=[O:29])=[CH:20]1.O, predict the reaction product. The product is: [CH3:12][C:4]1[CH:3]=[C:2]([N:19]2[C:23]3=[N:24][CH:25]=[CH:26][CH:27]=[C:22]3[C:21]([C:28]([O:30][CH3:31])=[O:29])=[CH:20]2)[C:11]2[C:6](=[CH:7][CH:8]=[CH:9][CH:10]=2)[N:5]=1. (3) Given the reactants [CH:1]([O:14][C:15]1[C:24]2[N:23]=[CH:22][CH:21]=[CH:20][C:19]=2[C:18]([C:25](O)=[O:26])=[C:17]2[CH2:28][N:29]([CH2:32][C:33]3[CH:38]=[CH:37][C:36]([F:39])=[CH:35][CH:34]=3)[C:30](=[O:31])[C:16]=12)([C:8]1[CH:13]=[CH:12][CH:11]=[CH:10][CH:9]=1)[C:2]1[CH:7]=[CH:6][CH:5]=[CH:4][CH:3]=1.[C:40]([N:47]1[CH2:52][CH2:51][NH:50][CH2:49][CH2:48]1)([O:42][C:43]([CH3:46])([CH3:45])[CH3:44])=[O:41].C(N(CC)CC)C.Cl.CN(C)CCCN=C=NCC.O.ON1C2C=CC=CC=2N=N1, predict the reaction product. The product is: [C:43]([O:42][C:40]([N:47]1[CH2:48][CH2:49][N:50]([C:25]([C:18]2[C:19]3[CH:20]=[CH:21][CH:22]=[N:23][C:24]=3[C:15]([O:14][CH:1]([C:8]3[CH:13]=[CH:12][CH:11]=[CH:10][CH:9]=3)[C:2]3[CH:3]=[CH:4][CH:5]=[CH:6][CH:7]=3)=[C:16]3[C:30](=[O:31])[N:29]([CH2:32][C:33]4[CH:34]=[CH:35][C:36]([F:39])=[CH:37][CH:38]=4)[CH2:28][C:17]=23)=[O:26])[CH2:51][CH2:52]1)=[O:41])([CH3:46])([CH3:45])[CH3:44]. (4) Given the reactants Cl.[CH2:2]([O:9][C:10](=[O:16])[C@H:11]1[CH2:15][CH2:14][CH2:13][NH:12]1)[C:3]1[CH:8]=[CH:7][CH:6]=[CH:5][CH:4]=1.[C@H:17]1([C:26]([OH:28])=O)[CH2:22][CH2:21][C@@H:20]([C:23]([OH:25])=O)[CH2:19][CH2:18]1, predict the reaction product. The product is: [CH2:2]([O:9][C:10]([C@H:11]1[CH2:15][CH2:14][CH2:13][N:12]1[C:26]([C@H:17]1[CH2:18][CH2:19][C@@H:20]([C:23]([N:12]2[CH2:13][CH2:14][CH2:15][C@@H:11]2[C:10]([O:9][CH2:2][C:3]2[CH:8]=[CH:7][CH:6]=[CH:5][CH:4]=2)=[O:16])=[O:25])[CH2:21][CH2:22]1)=[O:28])=[O:16])[C:3]1[CH:4]=[CH:5][CH:6]=[CH:7][CH:8]=1. (5) Given the reactants [F:1][C:2]([F:23])([F:22])[C:3]1[CH:4]=[C:5]([CH:20]=[O:21])[C:6]2[CH:7]=[CH:8][N:9]([CH2:12][O:13][CH2:14][CH2:15][Si:16]([CH3:19])([CH3:18])[CH3:17])[C:10]=2[CH:11]=1.[BH4-].[Na+], predict the reaction product. The product is: [F:23][C:2]([F:1])([F:22])[C:3]1[CH:11]=[C:10]2[C:6]([CH:7]=[CH:8][N:9]2[CH2:12][O:13][CH2:14][CH2:15][Si:16]([CH3:17])([CH3:18])[CH3:19])=[C:5]([CH2:20][OH:21])[CH:4]=1. (6) Given the reactants [Cl:1][C:2]1[CH:12]=[C:11]([F:13])[CH:10]=[CH:9][C:3]=1[O:4][CH2:5][C:6](=O)[CH3:7].CO[CH:16](OC)[N:17]([CH3:19])C.C[NH:23]N, predict the reaction product. The product is: [Cl:1][C:2]1[CH:12]=[C:11]([F:13])[CH:10]=[CH:9][C:3]=1[O:4][C:5]1[C:6]([CH3:7])=[N:23][N:17]([CH3:19])[CH:16]=1. (7) Given the reactants [S-:1][C:2]#[N:3].[K+].[NH2:5][C:6]1[CH:34]=[CH:33][C:9]([O:10][C:11]2[CH:12]=[C:13]([NH:18][C:19](=[O:32])[C:20]3[CH:25]=[CH:24][CH:23]=[C:22]([C:26]([C:29]#[N:30])([CH3:28])[CH3:27])[C:21]=3[Cl:31])[CH:14]=[CH:15][C:16]=2[F:17])=[CH:8][CH:7]=1.BrBr, predict the reaction product. The product is: [NH2:3][C:2]1[S:1][C:7]2[CH:8]=[C:9]([O:10][C:11]3[CH:12]=[C:13]([NH:18][C:19](=[O:32])[C:20]4[CH:25]=[CH:24][CH:23]=[C:22]([C:26]([C:29]#[N:30])([CH3:27])[CH3:28])[C:21]=4[Cl:31])[CH:14]=[CH:15][C:16]=3[F:17])[CH:33]=[CH:34][C:6]=2[N:5]=1. (8) Given the reactants [CH2:1]([O:8][C:9]1[C:10]([C:29](O)=[O:30])=[N:11][C:12]([CH2:16][C:17]2[C:22]([C:23]3[CH:28]=[CH:27][CH:26]=[CH:25][CH:24]=3)=[CH:21][CH:20]=[CH:19][N:18]=2)=[N:13][C:14]=1[OH:15])[C:2]1[CH:7]=[CH:6][CH:5]=[CH:4][CH:3]=1.[Si:32]([O:39][CH2:40][CH2:41][NH:42][CH:43]([CH3:45])[CH3:44])([C:35]([CH3:38])([CH3:37])[CH3:36])([CH3:34])[CH3:33].C(N(CC)C(C)C)(C)C.C(P1(=O)OP(CCC)(=O)OP(CCC)(=O)O1)CC, predict the reaction product. The product is: [Si:32]([O:39][CH2:40][CH2:41][N:42]([CH:43]([CH3:45])[CH3:44])[C:29]([C:10]1[C:9]([O:8][CH2:1][C:2]2[CH:3]=[CH:4][CH:5]=[CH:6][CH:7]=2)=[C:14]([OH:15])[N:13]=[C:12]([CH2:16][C:17]2[C:22]([C:23]3[CH:28]=[CH:27][CH:26]=[CH:25][CH:24]=3)=[CH:21][CH:20]=[CH:19][N:18]=2)[N:11]=1)=[O:30])([C:35]([CH3:38])([CH3:37])[CH3:36])([CH3:34])[CH3:33]. (9) Given the reactants [CH3:1][CH:2]([OH:9])[CH2:3][NH:4][CH2:5][CH:6]([OH:8])[CH3:7].CO[Na].[C:13](OC)(=O)[CH2:14][CH2:15][CH2:16][CH2:17][CH2:18][CH2:19][CH2:20][CH2:21][CH2:22][CH2:23][CH3:24], predict the reaction product. The product is: [CH3:1][CH:2]1[O:9][C:24]2([CH2:23][CH2:22][CH2:21][CH2:20][CH2:19][CH2:18][CH2:17][CH2:16][CH2:15][CH2:14][CH3:13])[O:8][CH:6]([CH3:7])[CH2:5][N:4]2[CH2:3]1. (10) Given the reactants [Cl:1][C:2]1[C:7]([Cl:8])=[CH:6][CH:5]=[CH:4][C:3]=1[C:9]([N:11]1[CH2:16][CH2:15][NH:14][C:13](=[O:17])[CH2:12]1)=[O:10].[H-].[Na+].Br[CH2:21][C:22]1[CH:27]=[CH:26][C:25]([F:28])=[CH:24][C:23]=1[Cl:29], predict the reaction product. The product is: [Cl:29][C:23]1[CH:24]=[C:25]([F:28])[CH:26]=[CH:27][C:22]=1[CH2:21][N:14]1[CH2:15][CH2:16][N:11]([C:9]([C:3]2[CH:4]=[CH:5][CH:6]=[C:7]([Cl:8])[C:2]=2[Cl:1])=[O:10])[CH2:12][C:13]1=[O:17].